From a dataset of Forward reaction prediction with 1.9M reactions from USPTO patents (1976-2016). Predict the product of the given reaction. (1) The product is: [C:49]([C:42]1[CH:41]=[C:40]([N:37]2[CH2:38][CH2:39][C@H:34]([NH:33][C:31]([O:30][CH2:23][C:24]3[CH:29]=[CH:28][CH:27]=[CH:26][CH:25]=3)=[O:32])[C@H:35]([O:52][CH3:53])[CH2:36]2)[S:44][C:43]=1[C:45]([O:47][CH3:48])=[O:46])(=[O:51])[CH3:50]. Given the reactants CC(OI1(OC(C)=O)(OC(C)=O)OC(=O)C2C=CC=CC1=2)=O.[CH2:23]([O:30][C:31]([NH:33][C@H:34]1[CH2:39][CH2:38][N:37]([C:40]2[S:44][C:43]([C:45]([O:47][CH3:48])=[O:46])=[C:42]([CH:49]([OH:51])[CH3:50])[CH:41]=2)[CH2:36][C@H:35]1[O:52][CH3:53])=[O:32])[C:24]1[CH:29]=[CH:28][CH:27]=[CH:26][CH:25]=1.S([O-])([O-])(=O)=S.[Na+].[Na+], predict the reaction product. (2) Given the reactants C(OC(=O)[NH:7][C:8]1[CH:13]=[CH:12][C:11]([C:14]2[CH:19]=[CH:18][CH:17]=[C:16]([C:20](=[O:34])[NH:21][C:22]3[CH:27]=[CH:26][C:25]([N:28]4[CH2:33][CH2:32][O:31][CH2:30][CH2:29]4)=[CH:24][CH:23]=3)[CH:15]=2)=[C:10]([CH3:35])[CH:9]=1)(C)(C)C.Cl, predict the reaction product. The product is: [N:28]1([C:25]2[CH:24]=[CH:23][C:22]([NH:21][C:20]([C:16]3[CH:15]=[C:14]([C:11]4[CH:12]=[CH:13][C:8]([NH2:7])=[CH:9][C:10]=4[CH3:35])[CH:19]=[CH:18][CH:17]=3)=[O:34])=[CH:27][CH:26]=2)[CH2:33][CH2:32][O:31][CH2:30][CH2:29]1. (3) Given the reactants [CH2:1]([O:3][C:4]1[C:5](C(O)=O)=[N:6][C:7]([CH3:13])=[CH:8][C:9]=1[N+]([O-])=O)[CH3:2].C(Cl)(=O)C([Cl:20])=O.[CH3:23][OH:24].[C:25]([O-:28])([O-])=O.[Na+].[Na+], predict the reaction product. The product is: [Cl:20][C:9]1[CH:8]=[C:7]([CH3:13])[N:6]=[C:5]([C:23]([O:28][CH3:25])=[O:24])[C:4]=1[O:3][CH2:1][CH3:2]. (4) Given the reactants [CH2:1]([N:3]1[C:8]([C:9]([C:11]2[CH:12]=[C:13]([CH:18]=[CH:19][C:20]#[N:21])[CH:14]=[C:15]([CH3:17])[CH:16]=2)=[O:10])=[C:7]([CH:22]([CH3:24])[CH3:23])[C:6](=[O:25])[NH:5][C:4]1=[O:26])[CH3:2], predict the reaction product. The product is: [CH2:1]([N:3]1[C:8]([C:9]([C:11]2[CH:12]=[C:13]([CH2:18][CH2:19][C:20]#[N:21])[CH:14]=[C:15]([CH3:17])[CH:16]=2)=[O:10])=[C:7]([CH:22]([CH3:23])[CH3:24])[C:6](=[O:25])[NH:5][C:4]1=[O:26])[CH3:2]. (5) Given the reactants [C:1]([C:5]1[CH:10]=[CH:9][C:8]([NH:11][C:12]([NH:14][CH2:15][CH2:16][CH2:17][N:18]([CH2:22][C@@H:23]2[C@@H:30]3[C@@H:26]([O:27]C(C)(C)[O:29]3)[C@H:25]([N:33]3[C:37]4[N:38]=[CH:39][N:40]=[C:41]([NH:42]CC5C=CC(OC)=CC=5OC)[C:36]=4[CH:35]=[CH:34]3)[O:24]2)[CH:19]([CH3:21])[CH3:20])=[O:13])=[CH:7][CH:6]=1)([CH3:4])([CH3:3])[CH3:2], predict the reaction product. The product is: [NH2:42][C:41]1[C:36]2[CH:35]=[CH:34][N:33]([C@@H:25]3[O:24][C@H:23]([CH2:22][N:18]([CH:19]([CH3:20])[CH3:21])[CH2:17][CH2:16][CH2:15][NH:14][C:12]([NH:11][C:8]4[CH:7]=[CH:6][C:5]([C:1]([CH3:3])([CH3:2])[CH3:4])=[CH:10][CH:9]=4)=[O:13])[C@@H:30]([OH:29])[C@H:26]3[OH:27])[C:37]=2[N:38]=[CH:39][N:40]=1. (6) Given the reactants C([N:3](CC)CC)C.[Cl-].[NH4+].CCCP(O)(O)=O.[F:17][C:18]1[CH:46]=[CH:45][C:21]([C:22]([N:24]2[CH2:27][C:26]([CH2:31][O:32][C:33]3[CH:42]=[CH:41][C:40]4[C:35](=[CH:36][CH:37]=[C:38]([O:43][CH3:44])[CH:39]=4)[CH:34]=3)([C:28](O)=O)[CH2:25]2)=[O:23])=[CH:20][CH:19]=1, predict the reaction product. The product is: [F:17][C:18]1[CH:46]=[CH:45][C:21]([C:22]([N:24]2[CH2:27][C:26]([CH2:31][O:32][C:33]3[CH:42]=[CH:41][C:40]4[C:35](=[CH:36][CH:37]=[C:38]([O:43][CH3:44])[CH:39]=4)[CH:34]=3)([C:28]#[N:3])[CH2:25]2)=[O:23])=[CH:20][CH:19]=1. (7) The product is: [CH3:1][C:2]1[C:7]([CH3:8])=[CH:6][CH:5]=[C:4]([N+:9]([O-:11])=[O:10])[C:3]=1[N:12]=[C:13]1[S:17][CH2:16][C:15]2([CH2:21][CH2:20][CH2:19][CH2:18]2)[N:14]1[CH2:22][CH:23]([CH3:25])[CH3:24]. Given the reactants [CH3:1][C:2]1[C:7]([CH3:8])=[CH:6][CH:5]=[C:4]([N+:9]([O-:11])=[O:10])[C:3]=1[N:12]=[C:13]1[S:17][CH2:16][C:15]2([CH2:21][CH2:20][CH2:19][CH2:18]2)[NH:14]1.[CH2:22](Br)[CH:23]([CH3:25])[CH3:24], predict the reaction product. (8) Given the reactants Br[C:2]1[CH:3]=[C:4]([C:8]2[N:9]([C:13]3[N:22]=[CH:21][C:20]4[N:19]([CH3:23])[C:18](=[O:24])[C@:17]5([CH2:28][CH3:29])[CH2:25][CH2:26][CH2:27][N:16]5[C:15]=4[N:14]=3)[CH:10]=[CH:11][N:12]=2)[CH:5]=[CH:6][CH:7]=1.[N:30]1[CH:35]=[CH:34][CH:33]=[C:32](B(O)O)[CH:31]=1.C([O-])([O-])=O.[Na+].[Na+], predict the reaction product. The product is: [CH2:28]([C@@:17]12[CH2:25][CH2:26][CH2:27][N:16]1[C:15]1[N:14]=[C:13]([N:9]3[CH:10]=[CH:11][N:12]=[C:8]3[C:4]3[CH:5]=[CH:6][CH:7]=[C:2]([C:32]4[CH:31]=[N:30][CH:35]=[CH:34][CH:33]=4)[CH:3]=3)[N:22]=[CH:21][C:20]=1[N:19]([CH3:23])[C:18]2=[O:24])[CH3:29].